From a dataset of Forward reaction prediction with 1.9M reactions from USPTO patents (1976-2016). Predict the product of the given reaction. (1) Given the reactants [CH2:1]([N:8]1[C:13](=[O:14])[C:12]2[C:15]([CH3:18])=[N:16][O:17][C:11]=2[N:10]=[C:9]1[CH:19](Br)[CH2:20][CH3:21])[C:2]1[CH:7]=[CH:6][CH:5]=[CH:4][CH:3]=1.Cl.[NH2:24][CH2:25][CH2:26][C:27]([NH2:29])=[O:28].CCN(C(C)C)C(C)C, predict the reaction product. The product is: [CH2:1]([N:8]1[C:13](=[O:14])[C:12]2[C:15]([CH3:18])=[N:16][O:17][C:11]=2[N:10]=[C:9]1[CH:19]([NH:24][CH2:25][CH2:26][C:27]([NH2:29])=[O:28])[CH2:20][CH3:21])[C:2]1[CH:7]=[CH:6][CH:5]=[CH:4][CH:3]=1. (2) Given the reactants [C:1]([C:4]1[C:9]([C:10]2[CH:15]=[C:14]([F:16])[CH:13]=[C:12]([F:17])[CH:11]=2)=[C:8]([N:18]2[CH2:22][CH2:21][CH2:20][C:19]2=[O:23])[C:7]([CH3:24])=[C:6]([Cl:25])[CH:5]=1)(=O)[CH3:2].C([O-])(=O)C.[NH4+].C([BH3-])#[N:32].[Na+].O1CCCC1, predict the reaction product. The product is: [NH2:32][CH:1]([C:4]1[C:9]([C:10]2[CH:15]=[C:14]([F:16])[CH:13]=[C:12]([F:17])[CH:11]=2)=[C:8]([N:18]2[CH2:22][CH2:21][CH2:20][C:19]2=[O:23])[C:7]([CH3:24])=[C:6]([Cl:25])[CH:5]=1)[CH3:2]. (3) Given the reactants [C:1]([C:3]1[C:4]([C:10]([F:13])([F:12])[F:11])=[N:5][N:6]([CH3:9])[C:7]=1[CH3:8])#[CH:2].C(P(C(C)(C)C)C1C=CC=CC=1)(C)(C)C.[F:29][C:30]([F:43])([F:42])[C:31]1[CH:32]=[C:33](Br)[CH:34]=[C:35]([C:37]([F:40])([F:39])[F:38])[CH:36]=1.C1(N(C)C)CCCCC1.Cl, predict the reaction product. The product is: [C:1]([C:3]1[CH:4]([C:10]([F:12])([F:13])[F:11])[N:5]([C:33]2[CH:34]=[C:35]([C:37]([F:40])([F:38])[F:39])[CH:36]=[C:31]([C:30]([F:29])([F:43])[F:42])[CH:32]=2)[N:6]([CH3:9])[C:7]=1[CH3:8])#[CH:2]. (4) Given the reactants [CH2:1]([O:3][C:4](=[O:16])[C:5]#[C:6][C:7]1[CH:8]=[CH:9][C:10]2[O:14][CH2:13][CH2:12][C:11]=2[CH:15]=1)[CH3:2].[C:17]([O:21][C:22]([N:24]1[C:33]2[C:28](=[CH:29][CH:30]=[C:31]([CH2:34][CH2:35][O:36][C:37]3[CH:38]=[C:39]4[C:43](=[CH:44][CH:45]=3)[NH:42][CH:41]=[CH:40]4)[N:32]=2)[CH2:27][CH2:26][CH2:25]1)=[O:23])([CH3:20])([CH3:19])[CH3:18], predict the reaction product. The product is: [C:17]([O:21][C:22]([N:24]1[C:33]2[C:28](=[CH:29][CH:30]=[C:31]([CH2:34][CH2:35][O:36][C:37]3[CH:38]=[C:39]4[C:43](=[CH:44][CH:45]=3)[N:42]([C:6]([C:7]3[CH:8]=[CH:9][C:10]5[O:14][CH2:13][CH2:12][C:11]=5[CH:15]=3)=[CH:5][C:4]([O:3][CH2:1][CH3:2])=[O:16])[CH:41]=[CH:40]4)[N:32]=2)[CH2:27][CH2:26][CH2:25]1)=[O:23])([CH3:20])([CH3:18])[CH3:19].